The task is: Predict the reaction yield, written as a fraction of the theoretical maximum amount of product (1.0 means a 100% yield; for example, 0.34 means a 34% yield).. This data is from Reaction yield outcomes from USPTO patents with 853,638 reactions. (1) The reactants are [F:1][C:2]1[CH:3]=[C:4]([SH:13])[CH:5]=[C:6]2[C:11]=1[N:10]=[C:9]([CH3:12])[CH:8]=[CH:7]2.[Cl:14][C:15]1[N:20]=[C:19](S(C)(=O)=O)[N:18]=[C:17]([NH:25][C:26]2[NH:30][N:29]=[C:28]([CH3:31])[CH:27]=2)[CH:16]=1. The catalyst is CC(O)(C)C. The product is [Cl:14][C:15]1[N:20]=[C:19]([S:13][C:4]2[CH:5]=[C:6]3[C:11](=[C:2]([F:1])[CH:3]=2)[N:10]=[C:9]([CH3:12])[CH:8]=[CH:7]3)[N:18]=[C:17]([NH:25][C:26]2[NH:30][N:29]=[C:28]([CH3:31])[CH:27]=2)[CH:16]=1. The yield is 0.490. (2) The reactants are [CH2:1]([C:3]1[S:4][CH:5]=[C:6](/[CH:8]=[CH:9]/[C:10]2[C:11]([O:21]COC)=[N:12][N:13]([C:15]3[CH:20]=[CH:19][CH:18]=[CH:17][CH:16]=3)[CH:14]=2)[N:7]=1)[CH3:2].Cl. The catalyst is CO. The product is [CH2:1]([C:3]1[S:4][CH:5]=[C:6](/[CH:8]=[CH:9]/[C:10]2[C:11]([OH:21])=[N:12][N:13]([C:15]3[CH:20]=[CH:19][CH:18]=[CH:17][CH:16]=3)[CH:14]=2)[N:7]=1)[CH3:2]. The yield is 0.950. (3) The reactants are [CH:1]1([N:5]2[CH2:11][CH2:10][CH2:9][N:8]([C:12]([N:14]3[CH2:17][CH:16]([OH:18])[CH2:15]3)=[O:13])[CH2:7][CH2:6]2)[CH2:4][CH2:3][CH2:2]1.[H-].[Na+].Br[CH2:22][C:23]1[CH:28]=[CH:27][C:26]([Cl:29])=[CH:25][CH:24]=1. The catalyst is C1COCC1. The product is [Cl:29][C:26]1[CH:27]=[CH:28][C:23]([CH2:22][O:18][CH:16]2[CH2:15][N:14]([C:12]([N:8]3[CH2:9][CH2:10][CH2:11][N:5]([CH:1]4[CH2:4][CH2:3][CH2:2]4)[CH2:6][CH2:7]3)=[O:13])[CH2:17]2)=[CH:24][CH:25]=1. The yield is 0.400. (4) The product is [C:1]([O:12][CH3:13])(=[O:11])[CH2:2][CH2:3][CH2:4][CH2:5][CH2:6][CH2:7][CH2:8][CH:9]=[CH2:10]. The reactants are [C:1]([OH:12])(=[O:11])[CH2:2][CH2:3][CH2:4][CH2:5][CH2:6][CH2:7][CH2:8][CH:9]=[CH2:10].[C:13]1(C)C=CC(S(O)(=O)=O)=CC=1. The yield is 0.960. The catalyst is CO. (5) The reactants are [NH2:1][C:2]1[NH:3][C:4](=O)[C:5]2[C:10]3[CH2:11][CH2:12][CH2:13][CH2:14][C:9]=3[S:8][C:6]=2[N:7]=1.O=P(Cl)(Cl)[Cl:18].C(Cl)(Cl)Cl.CCCCCC. The catalyst is C(OC(=O)C)(=O)C. The product is [Cl:18][C:4]1[C:5]2[C:10]3[CH2:11][CH2:12][CH2:13][CH2:14][C:9]=3[S:8][C:6]=2[N:7]=[C:2]([NH2:1])[N:3]=1. The yield is 0.440. (6) The reactants are [NH2:1][C:2]1[N:7]=[C:6](Cl)[C:5]([C:9]#[N:10])=[C:4]([CH3:11])[N:3]=1.[NH2:12][C@H:13]([C:15]1[N:20]=[C:19]2[CH:21]=[CH:22][N:23]([CH3:24])[C:18]2=[CH:17][C:16]=1[N:25]1[CH2:30][CH2:29][N:28]([C:31]([O:33][C:34]([CH3:37])([CH3:36])[CH3:35])=[O:32])[C@H:27]([CH3:38])[CH2:26]1)[CH3:14].C(N(CC)CC)C. The catalyst is CS(C)=O. The product is [NH2:1][C:2]1[N:7]=[C:6]([NH:12][C@H:13]([C:15]2[N:20]=[C:19]3[CH:21]=[CH:22][N:23]([CH3:24])[C:18]3=[CH:17][C:16]=2[N:25]2[CH2:30][CH2:29][N:28]([C:31]([O:33][C:34]([CH3:35])([CH3:37])[CH3:36])=[O:32])[C@H:27]([CH3:38])[CH2:26]2)[CH3:14])[C:5]([C:9]#[N:10])=[C:4]([CH3:11])[N:3]=1. The yield is 0.840. (7) The reactants are [CH:1]1([NH:8][C:9]([NH:11][C:12]2[CH:17]=[C:16](B3OC(C)(C)C(C)(C)O3)[CH:15]=[CH:14][C:13]=2[F:27])=[O:10])[CH2:7][CH2:6][CH2:5][CH2:4][CH2:3][CH2:2]1.FC(F)(F)S(O[C:34]1[C:35]([CH3:45])=[N:36][C:37]2[C:42]([CH:43]=1)=[CH:41][N:40]=[C:39]([Cl:44])[CH:38]=2)(=O)=O.C([O-])([O-])=O.[K+].[K+]. The catalyst is O1CCOCC1.O.C1C=CC([P]([Pd]([P](C2C=CC=CC=2)(C2C=CC=CC=2)C2C=CC=CC=2)([P](C2C=CC=CC=2)(C2C=CC=CC=2)C2C=CC=CC=2)[P](C2C=CC=CC=2)(C2C=CC=CC=2)C2C=CC=CC=2)(C2C=CC=CC=2)C2C=CC=CC=2)=CC=1. The product is [Cl:44][C:39]1[CH:38]=[C:37]2[C:42]([CH:43]=[C:34]([C:16]3[CH:15]=[CH:14][C:13]([F:27])=[C:12]([NH:11][C:9]([NH:8][CH:1]4[CH2:2][CH2:3][CH2:4][CH2:5][CH2:6][CH2:7]4)=[O:10])[CH:17]=3)[C:35]([CH3:45])=[N:36]2)=[CH:41][N:40]=1. The yield is 0.610.